From a dataset of hERG potassium channel inhibition data for cardiac toxicity prediction from Karim et al.. Regression/Classification. Given a drug SMILES string, predict its toxicity properties. Task type varies by dataset: regression for continuous values (e.g., LD50, hERG inhibition percentage) or binary classification for toxic/non-toxic outcomes (e.g., AMES mutagenicity, cardiotoxicity, hepatotoxicity). Dataset: herg_karim. The molecule is O=c1ccc(-c2nnc(C3CCN(Cc4ccc(-c5nc6cc[nH]c(=O)c6cc5-c5ccccc5)cc4)CC3)[nH]2)c[nH]1. The result is 0 (non-blocker).